From a dataset of Reaction yield outcomes from USPTO patents with 853,638 reactions. Predict the reaction yield, written as a fraction of the theoretical maximum amount of product (1.0 means a 100% yield; for example, 0.34 means a 34% yield). (1) The reactants are [OH:1][C:2]1[N:7]=[C:6]([C:8]([O:10][CH3:11])=[O:9])[CH:5]=[CH:4][CH:3]=1.Br[CH2:13][C:14]1[CH:19]=[CH:18][CH:17]=[CH:16][CH:15]=1. The catalyst is C1(C)C=CC=CC=1.C(=O)([O-])[O-].[Ag+2]. The product is [CH2:13]([O:1][C:2]1[N:7]=[C:6]([C:8]([O:10][CH3:11])=[O:9])[CH:5]=[CH:4][CH:3]=1)[C:14]1[CH:19]=[CH:18][CH:17]=[CH:16][CH:15]=1. The yield is 0.530. (2) The reactants are C(Cl)(=O)C(Cl)=O.[Cl:7][C:8]1[CH:13]=[CH:12][C:11]([C:14]2[S:18][C:17]([C:19](O)=[O:20])=[C:16]([C:22]3[CH:27]=[CH:26][C:25]([S:28](=[O:31])(=[O:30])[NH2:29])=[CH:24][CH:23]=3)[C:15]=2[CH3:32])=[CH:10][CH:9]=1.[CH2:33]([N:35]([CH2:38]C)[CH2:36]C)C.Cl.[CH3:41][NH:42][O:43][CH3:44]. The catalyst is ClCCl.CN(C=O)C. The product is [Cl:7][C:8]1[CH:9]=[CH:10][C:11]([C:14]2[S:18][C:17]([C:19]([N:42]([O:43][CH3:44])[CH3:41])=[O:20])=[C:16]([C:22]3[CH:27]=[CH:26][C:25]([S:28](=[O:31])(=[O:30])[N:29]=[CH:33][N:35]([CH3:38])[CH3:36])=[CH:24][CH:23]=3)[C:15]=2[CH3:32])=[CH:12][CH:13]=1. The yield is 0.860. (3) The reactants are [NH2:1][C:2]1[C:3]([N:9]2[CH2:14][CH2:13][N:12]([C:15]([O:17][C:18]([CH3:21])([CH3:20])[CH3:19])=[O:16])[CH2:11][CH2:10]2)=[N:4][CH:5]=[C:6]([Br:8])[N:7]=1.Br[CH2:23][CH:24](OCC)OCC. The catalyst is CC(O)C. The product is [Br:8][C:6]1[N:7]2[CH:23]=[CH:24][N:1]=[C:2]2[C:3]([N:9]2[CH2:10][CH2:11][N:12]([C:15]([O:17][C:18]([CH3:21])([CH3:20])[CH3:19])=[O:16])[CH2:13][CH2:14]2)=[N:4][CH:5]=1. The yield is 0.230. (4) The reactants are [NH2:1][C:2]1[C:3]([Cl:8])=[N:4][CH:5]=[CH:6][CH:7]=1.C[Si]([N-][Si](C)(C)C)(C)C.[Na+].[O:19](C(OC(C)(C)C)=O)[C:20]([O:22][C:23]([CH3:26])([CH3:25])[CH3:24])=O.Cl. The catalyst is C1COCC1. The product is [C:23]([O:22][C:20](=[O:19])[NH:1][C:2]1[C:3]([Cl:8])=[N:4][CH:5]=[CH:6][CH:7]=1)([CH3:26])([CH3:25])[CH3:24]. The yield is 0.890. (5) The reactants are [Cl:1][C:2]1[CH:18]=[CH:17][C:5]([CH2:6][N:7]2[C:12]([S:13][CH3:14])=[N:11][C:10](=[O:15])[NH:9][C:8]2=[O:16])=[CH:4][CH:3]=1.C1COCC1.C1CCN2C(=NCCC2)CC1.Br[CH2:36][C:37]([O:39][CH3:40])=[O:38]. The catalyst is O. The product is [Cl:1][C:2]1[CH:3]=[CH:4][C:5]([CH2:6][N:7]2[C:12]([S:13][CH3:14])=[N:11][C:10](=[O:15])[N:9]([CH2:36][C:37]([O:39][CH3:40])=[O:38])[C:8]2=[O:16])=[CH:17][CH:18]=1. The yield is 0.690. (6) The reactants are [N:1]1[CH:2]=[N:3][N:4]2[CH:9]=[C:8]([C:10]3[N:11]=[C:12]([CH2:22][NH:23][C:24]4[CH:29]=[CH:28][CH:27]=[C:26]([CH:30]=[CH2:31])[CH:25]=4)[NH:13][C:14]=3[C:15]3[CH:20]=[CH:19][CH:18]=[C:17]([CH3:21])[N:16]=3)[CH:7]=[CH:6][C:5]=12.[OH:32][S:33]([OH:36])(=[O:35])=[O:34]. The catalyst is CCO.CCOCC. The product is [S:33]([OH:36])([OH:35])(=[O:34])=[O:32].[N:1]1[CH:2]=[N:3][N:4]2[CH:9]=[C:8]([C:10]3[N:11]=[C:12]([CH2:22][NH:23][C:24]4[CH:29]=[CH:28][CH:27]=[C:26]([CH:30]=[CH2:31])[CH:25]=4)[NH:13][C:14]=3[C:15]3[CH:20]=[CH:19][CH:18]=[C:17]([CH3:21])[N:16]=3)[CH:7]=[CH:6][C:5]=12. The yield is 0.640. (7) The reactants are C(OC([N:8]1[CH2:17][CH2:16][C:15]2[C:10](=[CH:11][CH:12]=[CH:13][C:14]=2[CH2:18][CH2:19][C:20](=[O:35])[N:21]([CH2:27][C:28]2[CH:33]=[CH:32][CH:31]=[CH:30][C:29]=2[Cl:34])[CH2:22][CH2:23][N:24]([CH3:26])[CH3:25])[CH2:9]1)=O)(C)(C)C.[ClH:36]. The catalyst is O1CCOCC1. The product is [ClH:34].[ClH:36].[Cl:34][C:29]1[CH:30]=[CH:31][CH:32]=[CH:33][C:28]=1[CH2:27][N:21]([CH2:22][CH2:23][N:24]([CH3:25])[CH3:26])[C:20](=[O:35])[CH2:19][CH2:18][C:14]1[CH:13]=[CH:12][CH:11]=[C:10]2[C:15]=1[CH2:16][CH2:17][NH:8][CH2:9]2. The yield is 1.00.